The task is: Predict which catalyst facilitates the given reaction.. This data is from Catalyst prediction with 721,799 reactions and 888 catalyst types from USPTO. (1) Reactant: [NH:1]([C:9]([O:11][C:12]([CH3:15])([CH3:14])[CH3:13])=[O:10])[C:2]([O:4][C:5]([CH3:8])([CH3:7])[CH3:6])=[O:3].[H-].[Na+].Br[CH2:19][C:20]1[CH:29]=[CH:28][C:27]([F:30])=[CH:26][C:21]=1[C:22]([O:24][CH3:25])=[O:23]. Product: [C:12]([O:11][C:9]([N:1]([CH2:19][C:20]1[CH:29]=[CH:28][C:27]([F:30])=[CH:26][C:21]=1[C:22]([O:24][CH3:25])=[O:23])[C:2]([O:4][C:5]([CH3:6])([CH3:7])[CH3:8])=[O:3])=[O:10])([CH3:15])([CH3:14])[CH3:13]. The catalyst class is: 3. (2) Reactant: CCN(C(C)C)C(C)C.CN(C(ON1N=NC2C=CC=NC1=2)=[N+](C)C)C.F[P-](F)(F)(F)(F)F.Cl.[CH2:35]([O:42][NH2:43])[C:36]1[CH:41]=[CH:40][CH:39]=[CH:38][CH:37]=1.[C:44]([C:47]([N:53]([CH3:68])[C:54]([C:56]1[CH:61]=[CH:60][C:59]([C:62]2[CH:67]=[CH:66][CH:65]=[CH:64][CH:63]=2)=[CH:58][CH:57]=1)=[O:55])([CH3:52])[C:48]([NH:50][CH3:51])=[O:49])(O)=[O:45].C(=O)([O-])O.[Na+]. Product: [CH2:35]([O:42][NH:43][C:44](=[O:45])[C:47]([N:53]([C:54]([C:56]1[CH:57]=[CH:58][C:59]([C:62]2[CH:67]=[CH:66][CH:65]=[CH:64][CH:63]=2)=[CH:60][CH:61]=1)=[O:55])[CH3:68])([CH3:52])[C:48]([NH:50][CH3:51])=[O:49])[C:36]1[CH:41]=[CH:40][CH:39]=[CH:38][CH:37]=1. The catalyst class is: 3. (3) Reactant: [CH2:1]([O:8][C:9]([N:11]1[CH2:16][CH2:15][CH:14]([C:17]([OH:19])=O)[CH2:13][CH2:12]1)=[O:10])[C:2]1[CH:7]=[CH:6][CH:5]=[CH:4][CH:3]=1.C(Cl)(=O)C([Cl:23])=O. Product: [CH2:1]([O:8][C:9]([N:11]1[CH2:16][CH2:15][CH:14]([C:17]([Cl:23])=[O:19])[CH2:13][CH2:12]1)=[O:10])[C:2]1[CH:7]=[CH:6][CH:5]=[CH:4][CH:3]=1. The catalyst class is: 4.